From a dataset of Catalyst prediction with 721,799 reactions and 888 catalyst types from USPTO. Predict which catalyst facilitates the given reaction. (1) Reactant: [N+:1]([C:4]1[CH:5]=[C:6]([C@H:10]2[CH2:12][C@H:11]2[C:13]([OH:15])=[O:14])[CH:7]=[CH:8][CH:9]=1)([O-])=O. Product: [NH2:1][C:4]1[CH:5]=[C:6]([C@H:10]2[CH2:12][C@H:11]2[C:13]([OH:15])=[O:14])[CH:7]=[CH:8][CH:9]=1. The catalyst class is: 856. (2) Reactant: [O:1]=[C:2]1[CH:7]=[C:6]([C:8]2[CH:13]=[CH:12][CH:11]=[CH:10][CH:9]=2)[NH:5][C:4]([C:14]([OH:16])=[O:15])=[CH:3]1.C(=O)([O-])[O-].[K+].[K+].Br[CH2:24][CH2:25][CH:26]([CH3:28])[CH3:27].O. Product: [CH3:27][CH:26]([CH3:28])[CH2:25][CH2:24][O:1][C:2]1[CH:7]=[C:6]([C:8]2[CH:13]=[CH:12][CH:11]=[CH:10][CH:9]=2)[N:5]=[C:4]([C:14]([O:16][CH2:7][CH2:6][CH:8]([CH3:13])[CH3:9])=[O:15])[CH:3]=1. The catalyst class is: 3. (3) Reactant: Cl.[NH2:2][C@@H:3]([CH2:33][C:34]1[N:35]=[CH:36][S:37][CH:38]=1)[C:4]([N:6]1[CH2:11][CH2:10][CH:9]([N:12]2[N:21]=[C:20]([C:22]3[CH:27]=[CH:26][C:25]([O:28][CH3:29])=[C:24]([O:30][CH3:31])[CH:23]=3)[C@@H:19]3[C@@H:14]([CH2:15][CH2:16][CH2:17][CH2:18]3)[C:13]2=[O:32])[CH2:8][CH2:7]1)=[O:5].[CH:39]1([CH2:42][O:43][C:44]2[CH:52]=[CH:51][C:47]3[O:48][CH2:49][O:50][C:46]=3[C:45]=2[C:53]2[C:54]3[NH:61][C:60]([CH3:62])=[C:59]([C:63](O)=[O:64])[C:55]=3[N:56]=[CH:57][N:58]=2)[CH2:41][CH2:40]1.CN(C(ON1N=NC2C=CC=NC1=2)=[N+](C)C)C.F[P-](F)(F)(F)(F)F.CCN(C(C)C)C(C)C. Product: [CH:39]1([CH2:42][O:43][C:44]2[CH:52]=[CH:51][C:47]3[O:48][CH2:49][O:50][C:46]=3[C:45]=2[C:53]2[C:54]3[NH:61][C:60]([CH3:62])=[C:59]([C:63]([NH:2][C@@H:3]([CH2:33][C:34]4[N:35]=[CH:36][S:37][CH:38]=4)[C:4]([N:6]4[CH2:7][CH2:8][CH:9]([N:12]5[N:21]=[C:20]([C:22]6[CH:27]=[CH:26][C:25]([O:28][CH3:29])=[C:24]([O:30][CH3:31])[CH:23]=6)[C@@H:19]6[C@@H:14]([CH2:15][CH2:16][CH2:17][CH2:18]6)[C:13]5=[O:32])[CH2:10][CH2:11]4)=[O:5])=[O:64])[C:55]=3[N:56]=[CH:57][N:58]=2)[CH2:40][CH2:41]1. The catalyst class is: 2. (4) Reactant: [CH3:1][O:2][C:3]([C:5]1[C:6]([OH:24])=[C:7]2[C:12](=[C:13](Br)[N:14]=1)[N:11]([CH2:16][C:17]1[CH:22]=[CH:21][CH:20]=[CH:19][CH:18]=1)[C:10](=[O:23])[CH2:9][CH2:8]2)=[O:4].[CH3:25][Sn](C)(C)C.CCOC(C)=O.Cl. Product: [CH3:1][O:2][C:3]([C:5]1[C:6]([OH:24])=[C:7]2[C:12](=[C:13]([CH3:25])[N:14]=1)[N:11]([CH2:16][C:17]1[CH:22]=[CH:21][CH:20]=[CH:19][CH:18]=1)[C:10](=[O:23])[CH2:9][CH2:8]2)=[O:4]. The catalyst class is: 510.